This data is from Peptide-MHC class I binding affinity with 185,985 pairs from IEDB/IMGT. The task is: Regression. Given a peptide amino acid sequence and an MHC pseudo amino acid sequence, predict their binding affinity value. This is MHC class I binding data. (1) The peptide sequence is MVDVSMMSMY. The MHC is HLA-A03:01 with pseudo-sequence HLA-A03:01. The binding affinity (normalized) is 0.284. (2) The peptide sequence is FLSLGLVSL. The binding affinity (normalized) is 0.508. The MHC is HLA-A02:01 with pseudo-sequence HLA-A02:01.